This data is from Catalyst prediction with 721,799 reactions and 888 catalyst types from USPTO. The task is: Predict which catalyst facilitates the given reaction. (1) Reactant: C([O:5]C(N1CCC[C@H]1CO)=O)(C)(C)C.[C:15]1([P:21]([C:28]2[CH:33]=[CH:32][CH:31]=[CH:30][CH:29]=2)[C:22]2[CH:27]=[CH:26][CH:25]=[CH:24][CH:23]=2)[CH:20]=[CH:19][CH:18]=[CH:17][CH:16]=1.N1C=CC(=O)NC=1.CC(OC(/N=N/C(OC(C)C)=O)=O)C. Product: [C:28]1([P:21](=[O:5])([C:15]2[CH:16]=[CH:17][CH:18]=[CH:19][CH:20]=2)[C:22]2[CH:27]=[CH:26][CH:25]=[CH:24][CH:23]=2)[CH:29]=[CH:30][CH:31]=[CH:32][CH:33]=1. The catalyst class is: 2. (2) Reactant: FC(F)(F)S([O:6][C:7]1[CH:8]=[C:9]2[C:15]([Br:16])=[CH:14][S:13][C:10]2=[CH:11][N:12]=1)(=O)=O.O.[OH-].[Li+]. Product: [Br:16][C:15]1[C:9]2[C:10](=[CH:11][N:12]=[C:7]([OH:6])[CH:8]=2)[S:13][CH:14]=1. The catalyst class is: 16. (3) Product: [Cl:10][C:11]1[CH:16]=[C:15]([N:17]2[C:5](=[O:9])[CH2:6][N:7]([CH3:8])[C:18]2=[O:19])[CH:14]=[C:13]([Cl:20])[N:12]=1. The catalyst class is: 2. Reactant: Cl.C(O[C:5](=[O:9])[CH2:6][NH:7][CH3:8])C.[Cl:10][C:11]1[CH:16]=[C:15]([N:17]=[C:18]=[O:19])[CH:14]=[C:13]([Cl:20])[N:12]=1.